This data is from NCI-60 drug combinations with 297,098 pairs across 59 cell lines. The task is: Regression. Given two drug SMILES strings and cell line genomic features, predict the synergy score measuring deviation from expected non-interaction effect. Drug 1: C#CCC(CC1=CN=C2C(=N1)C(=NC(=N2)N)N)C3=CC=C(C=C3)C(=O)NC(CCC(=O)O)C(=O)O. Drug 2: C1CNP(=O)(OC1)N(CCCl)CCCl. Cell line: OVCAR-4. Synergy scores: CSS=-5.08, Synergy_ZIP=2.59, Synergy_Bliss=1.74, Synergy_Loewe=-3.46, Synergy_HSA=-3.85.